Dataset: Full USPTO retrosynthesis dataset with 1.9M reactions from patents (1976-2016). Task: Predict the reactants needed to synthesize the given product. (1) Given the product [OH2:9].[CH:19]([O:18][C:14]1[CH:13]=[C:12]([CH:17]=[CH:16][CH:15]=1)[CH2:11][N:3]1[CH2:8][CH2:7][C:6](=[O:9])[CH2:5][CH2:4]1)([CH3:21])[CH3:20], predict the reactants needed to synthesize it. The reactants are: O.Cl.[NH:3]1[CH2:8][CH2:7][C:6](=[O:9])[CH2:5][CH2:4]1.Br[CH2:11][C:12]1[CH:17]=[CH:16][CH:15]=[C:14]([O:18][CH:19]([CH3:21])[CH3:20])[CH:13]=1.C([O-])([O-])=O.[K+].[K+]. (2) The reactants are: [CH3:1][O:2][C:3](=[O:23])[C:4]([OH:22])([C:18]([F:21])([F:20])[F:19])[CH2:5][C:6]([C:9]1[CH:14]=[CH:13][C:12](I)=[CH:11][C:10]=1[O:16][CH3:17])([CH3:8])[CH3:7].[CH2:24](C([Sn])=C(CCCC)CCCC)[CH2:25]CC.C1(P(C2C=CC=CC=2)C2C=CC=CC=2)C=CC=CC=1. Given the product [CH3:1][O:2][C:3](=[O:23])[C:4]([OH:22])([C:18]([F:21])([F:20])[F:19])[CH2:5][C:6]([C:9]1[CH:14]=[CH:13][C:12]([CH:24]=[CH2:25])=[CH:11][C:10]=1[O:16][CH3:17])([CH3:8])[CH3:7], predict the reactants needed to synthesize it. (3) Given the product [Cl:1][C:2]1[CH:7]=[CH:6][CH:5]=[C:4]([Cl:8])[C:3]=1[CH2:9][CH2:10][CH2:11][OH:12], predict the reactants needed to synthesize it. The reactants are: [Cl:1][C:2]1[CH:7]=[CH:6][CH:5]=[C:4]([Cl:8])[C:3]=1[CH2:9][CH2:10][C:11](O)=[O:12].C(N(CC)CC)C.C(OC(Cl)=O)(C)C.C1(C)C=CC=CC=1.[BH4-].[Na+]. (4) The reactants are: [Li+].[F:2][C:3]([F:22])([F:21])[C:4]1[CH:9]=[CH:8][C:7]([CH:10]2[CH2:15][CH2:14][N:13]([CH2:16][CH2:17][C:18]([O-:20])=O)[CH2:12][CH2:11]2)=[CH:6][CH:5]=1.C(N(C(C)C)CC)(C)C.F[P-](F)(F)(F)(F)F.CN(C)C(ON1C2C=CC=CC=2N=N1)=[N+](C)C.Cl.[N+:57]([C:60]1[CH:65]=[CH:64][C:63]([NH:66][CH:67]2[CH2:72][CH2:71][NH:70][CH2:69][CH2:68]2)=[CH:62][C:61]=1[C:73]([F:76])([F:75])[F:74])([O-:59])=[O:58]. Given the product [N+:57]([C:60]1[CH:65]=[CH:64][C:63]([NH:66][CH:67]2[CH2:68][CH2:69][N:70]([C:18](=[O:20])[CH2:17][CH2:16][N:13]3[CH2:12][CH2:11][CH:10]([C:7]4[CH:8]=[CH:9][C:4]([C:3]([F:21])([F:2])[F:22])=[CH:5][CH:6]=4)[CH2:15][CH2:14]3)[CH2:71][CH2:72]2)=[CH:62][C:61]=1[C:73]([F:76])([F:74])[F:75])([O-:59])=[O:58], predict the reactants needed to synthesize it. (5) Given the product [O:20]=[C:12]1[CH2:11][N:10]2[C@H:9]3[CH2:21][CH2:22][N:6]([C:4]([O:3][CH2:1][CH3:2])=[O:5])[CH2:7][C@H:8]3[C:18]3[C:19]2=[C:14]([CH:15]=[CH:16][CH:17]=3)[NH:13]1, predict the reactants needed to synthesize it. The reactants are: [CH2:1]([O:3][C:4]([N:6]1[CH2:22][CH2:21][C:9]2[N:10]3[C:19]4[C:18]([C:8]=2[CH2:7]1)=[CH:17][CH:16]=[CH:15][C:14]=4[NH:13][C:12](=[O:20])[CH2:11]3)=[O:5])[CH3:2].C1NC2C(=CC=CC=2)NC1=O.O=C1CCN(C(OCC)=O)CC1.N1C2C(=CC=CC=2)C=C1.[BH3-]C#N.[Na+].[OH-].[Na+]. (6) Given the product [Cl:1][C:2]1[CH:3]=[CH:4][C:5]([C:8]2[C:14]3[C:15]([CH3:19])=[C:16]([CH3:18])[S:17][C:13]=3[N:12]3[C:20]([CH3:23])=[N:21][N:22]=[C:11]3[C@:10]3([CH2:25][CH:24]3[C:26]([OH:28])=[O:27])[N:9]=2)=[CH:6][CH:7]=1, predict the reactants needed to synthesize it. The reactants are: [Cl:1][C:2]1[CH:7]=[CH:6][C:5]([C:8]2[C:14]3[C:15]([CH3:19])=[C:16]([CH3:18])[S:17][C:13]=3[N:12]3[C:20]([CH3:23])=[N:21][N:22]=[C:11]3[C@@:10]3([CH2:25][C@H:24]3[C:26]([OH:28])=[O:27])[N:9]=2)=[CH:4][CH:3]=1.ClC1C=CC(C2C3C(C)=C(C)SC=3N3C(C)=NN=C3[C@]3(CC3C=O)N=2)=CC=1. (7) Given the product [OH:30][C:6]1[C:5]([C:3]([NH:31][CH2:32][CH2:33][C:34]([OH:36])=[O:35])=[O:4])=[N:14][CH:13]=[C:12]2[C:7]=1[CH:8]=[C:9]([C:24]1[CH:29]=[CH:28][CH:27]=[CH:26][CH:25]=1)[C:10](=[O:23])[N:11]2[C@@H:15]([C:17]1[CH:18]=[CH:19][CH:20]=[CH:21][CH:22]=1)[CH3:16], predict the reactants needed to synthesize it. The reactants are: CO[C:3]([C:5]1[C:6]([OH:30])=[C:7]2[C:12](=[CH:13][N:14]=1)[N:11]([C@@H:15]([C:17]1[CH:22]=[CH:21][CH:20]=[CH:19][CH:18]=1)[CH3:16])[C:10](=[O:23])[C:9]([C:24]1[CH:29]=[CH:28][CH:27]=[CH:26][CH:25]=1)=[CH:8]2)=[O:4].[NH2:31][CH2:32][CH2:33][C:34]([OH:36])=[O:35].C[O-].[Na+].